From a dataset of Forward reaction prediction with 1.9M reactions from USPTO patents (1976-2016). Predict the product of the given reaction. The product is: [Cl:1][C:2]1[N:6]2[CH:7]=[CH:8][CH:9]=[C:10]([C:11]([F:13])([F:12])[F:14])[C:5]2=[N:4][C:3]=1[C:15]([OH:17])=[O:16]. Given the reactants [Cl:1][C:2]1[N:6]2[CH:7]=[CH:8][CH:9]=[C:10]([C:11]([F:14])([F:13])[F:12])[C:5]2=[N:4][C:3]=1[C:15]([O:17]C)=[O:16].[OH-].[Na+].Cl, predict the reaction product.